This data is from CYP3A4 inhibition data for predicting drug metabolism from PubChem BioAssay. The task is: Regression/Classification. Given a drug SMILES string, predict its absorption, distribution, metabolism, or excretion properties. Task type varies by dataset: regression for continuous measurements (e.g., permeability, clearance, half-life) or binary classification for categorical outcomes (e.g., BBB penetration, CYP inhibition). Dataset: cyp3a4_veith. (1) The molecule is CC(C)Cc1nnc(NC(=O)c2ccc([N+](=O)[O-])cc2)s1. The result is 0 (non-inhibitor). (2) The drug is Nc1c(O)cccc1C(=O)C[C@@H](N)C(=O)O. The result is 0 (non-inhibitor). (3) The drug is CCOc1ccc(NC(=O)N(C2CCCCC2)C(C)c2ccncc2)cc1. The result is 1 (inhibitor).